Dataset: Forward reaction prediction with 1.9M reactions from USPTO patents (1976-2016). Task: Predict the product of the given reaction. (1) Given the reactants Cl[C:2]1[N:7]=[C:6]([NH:8][C:9]2[C:18]([F:19])=[CH:17][CH:16]=[CH:15][C:10]=2[O:11][CH2:12][C:13]#[N:14])[C:5]([Cl:20])=[CH:4][N:3]=1.[CH3:21][O:22][CH2:23][CH2:24][N:25]1[CH2:31][CH2:30][C:29]2[CH:32]=[C:33]([NH2:36])[CH:34]=[CH:35][C:28]=2[CH2:27][CH2:26]1, predict the reaction product. The product is: [Cl:20][C:5]1[C:6]([NH:8][C:9]2[C:18]([F:19])=[CH:17][CH:16]=[CH:15][C:10]=2[O:11][CH2:12][C:13]#[N:14])=[N:7][C:2]([NH:36][C:33]2[CH:34]=[CH:35][C:28]3[CH2:27][CH2:26][N:25]([CH2:24][CH2:23][O:22][CH3:21])[CH2:31][CH2:30][C:29]=3[CH:32]=2)=[N:3][CH:4]=1. (2) Given the reactants [Cl:1][C:2]1[CH:28]=[CH:27][C:5]([CH2:6][N:7]2[C:15]3[C:10](=[CH:11][C:12]([CH:16]=[C:17]4[S:21][C:20](SCCC)=[N:19][C:18]4=[O:26])=[CH:13][CH:14]=3)[CH:9]=[N:8]2)=[C:4]([C:29]([F:32])([F:31])[F:30])[CH:3]=1.[NH2:33][CH2:34][CH:35]([OH:40])[CH2:36][C:37]([OH:39])=[O:38], predict the reaction product. The product is: [Cl:1][C:2]1[CH:28]=[CH:27][C:5]([CH2:6][N:7]2[C:15]3[C:10](=[CH:11][C:12]([CH:16]=[C:17]4[S:21][C:20]([NH:33][CH2:34][CH:35]([OH:40])[CH2:36][C:37]([OH:39])=[O:38])=[N:19][C:18]4=[O:26])=[CH:13][CH:14]=3)[CH:9]=[N:8]2)=[C:4]([C:29]([F:30])([F:32])[F:31])[CH:3]=1. (3) Given the reactants C[Mg]Br.[N:4]1[CH:9]=[CH:8][CH:7]=[C:6]([CH:10]=[O:11])[CH:5]=1.[Cl-].[NH4+].[C:14](OCC)(=O)C, predict the reaction product. The product is: [OH:11][CH:10]([C:6]1[CH:5]=[N:4][CH:9]=[CH:8][CH:7]=1)[CH3:14]. (4) Given the reactants [NH:1]1[C:5]2=[CH:6][N:7]=[C:8]([NH:10][C:11]3[C:12]4[C:19]5[CH2:20][CH2:21][C@H:22]([C:24]([OH:26])=O)[CH2:23][C:18]=5[S:17][C:13]=4[N:14]=[CH:15][N:16]=3)[CH:9]=[C:4]2[CH:3]=[N:2]1.[CH3:27][N:28]([CH3:34])[C@@H:29]1[CH2:33][CH2:32][NH:31][CH2:30]1, predict the reaction product. The product is: [CH3:27][N:28]([CH3:34])[C@@H:29]1[CH2:33][CH2:32][N:31]([C:24]([C@H:22]2[CH2:21][CH2:20][C:19]3[C:12]4[C:11]([NH:10][C:8]5[CH:9]=[C:4]6[CH:3]=[N:2][NH:1][C:5]6=[CH:6][N:7]=5)=[N:16][CH:15]=[N:14][C:13]=4[S:17][C:18]=3[CH2:23]2)=[O:26])[CH2:30]1. (5) Given the reactants [C:1]1(=[O:8])[NH:7][CH2:6][CH2:5][CH2:4][CH2:3][CH2:2]1.NCCCCCC(O)=O.[C:18]([OH:27])(=[O:26])[CH2:19][CH2:20][CH2:21][CH2:22][C:23]([OH:25])=[O:24].[NH2:28][CH2:29][CH2:30][CH2:31][CH2:32][CH2:33][CH2:34][NH2:35], predict the reaction product. The product is: [CH2:4]1[CH2:5][CH2:6][NH:7][C:1](=[O:8])[CH2:2][CH2:3]1.[CH2:32]([CH2:33][CH2:34][NH2:35])[CH2:31][CH2:30][CH2:29][NH2:28].[CH2:20]([CH2:19][C:18]([OH:27])=[O:26])[CH2:21][CH2:22][C:23]([OH:25])=[O:24]. (6) Given the reactants [NH2:1][C@@H:2]1[CH2:7][CH2:6][CH2:5][N:4]([C:8]2[C:13]([Br:14])=[CH:12][N:11]=[C:10]3[NH:15][CH:16]=[C:17]([NH:18][C:19]([CH:21]4[CH2:23][CH2:22]4)=[O:20])[C:9]=23)[CH2:3]1.C(O)CC, predict the reaction product. The product is: [CH2:19]([OH:20])[CH2:21][CH3:22].[NH2:1][C@@H:2]1[CH2:7][CH2:6][CH2:5][N:4]([C:8]2[C:13]([Br:14])=[CH:12][N:11]=[C:10]3[NH:15][CH:16]=[C:17]([NH:18][C:19]([CH:21]4[CH2:22][CH2:23]4)=[O:20])[C:9]=23)[CH2:3]1. (7) The product is: [C:16]([NH:26][C@H:27]([C:31]([O:33][CH2:35][CH2:36][CH2:37][C:38]([CH3:51])([CH3:52])[C:39]([O:41][CH2:42][C:43]1[CH:48]=[CH:47][C:46]([O:49][CH3:50])=[CH:45][CH:44]=1)=[O:40])=[O:32])[CH:28]([CH3:29])[CH3:30])([O:18][CH2:19][C:20]1[CH:25]=[CH:24][CH:23]=[CH:22][CH:21]=1)=[O:17]. Given the reactants C1CCC(N=C=NC2CCCCC2)CC1.[C:16]([NH:26][C@H:27]([C:31]([OH:33])=[O:32])[CH:28]([CH3:30])[CH3:29])([O:18][CH2:19][C:20]1[CH:25]=[CH:24][CH:23]=[CH:22][CH:21]=1)=[O:17].O[CH2:35][CH2:36][CH2:37][C:38]([CH3:52])([CH3:51])[C:39]([O:41][CH2:42][C:43]1[CH:48]=[CH:47][C:46]([O:49][CH3:50])=[CH:45][CH:44]=1)=[O:40], predict the reaction product.